This data is from Forward reaction prediction with 1.9M reactions from USPTO patents (1976-2016). The task is: Predict the product of the given reaction. (1) Given the reactants [O:1]=[S:2]1(=[O:30])[C:8]2[CH:9]=[CH:10][CH:11]=[CH:12][C:7]=2[CH2:6][N:5]([C:13]2[CH:22]=[C:21]([NH:23][CH2:24][CH2:25][C:26]([OH:28])=[O:27])[C:20]3[C:15](=[CH:16][CH:17]=[C:18]([CH3:29])[CH:19]=3)[N:14]=2)[CH2:4][CH2:3]1.S(Cl)(Cl)=O.[CH3:35]O, predict the reaction product. The product is: [O:30]=[S:2]1(=[O:1])[C:8]2[CH:9]=[CH:10][CH:11]=[CH:12][C:7]=2[CH2:6][N:5]([C:13]2[CH:22]=[C:21]([NH:23][CH2:24][CH2:25][C:26]([O:28][CH3:35])=[O:27])[C:20]3[C:15](=[CH:16][CH:17]=[C:18]([CH3:29])[CH:19]=3)[N:14]=2)[CH2:4][CH2:3]1. (2) Given the reactants ClC1C=CC=C(C(OO)=[O:9])C=1.[CH3:12][C:13]1[N:18]=[CH:17][C:16]([N:19]2[CH:23]=[C:22]([C:24]3[CH:29]=[CH:28][CH:27]=[CH:26][N:25]=3)[N:21]=[C:20]2[C:30]2[CH:35]=[CH:34][C:33]([N:36]3[C:40]4=[N:41][CH:42]=[CH:43][CH:44]=[C:39]4[CH:38]=[CH:37]3)=[CH:32][CH:31]=2)=[CH:15][CH:14]=1, predict the reaction product. The product is: [CH3:12][C:13]1[N:18]=[CH:17][C:16]([N:19]2[CH:23]=[C:22]([C:24]3[CH:29]=[CH:28][CH:27]=[CH:26][N+:25]=3[O-:9])[N:21]=[C:20]2[C:30]2[CH:31]=[CH:32][C:33]([N:36]3[C:40]4=[N:41][CH:42]=[CH:43][CH:44]=[C:39]4[CH:38]=[CH:37]3)=[CH:34][CH:35]=2)=[CH:15][CH:14]=1.